Predict the reaction yield, written as a fraction of the theoretical maximum amount of product (1.0 means a 100% yield; for example, 0.34 means a 34% yield). From a dataset of Reaction yield outcomes from USPTO patents with 853,638 reactions. (1) The reactants are [CH3:1][C:2](=O)[CH3:3].[NH2:5][CH2:6][C:7]1[C:12]([Cl:13])=[CH:11][CH:10]=[C:9]2[N:14]([C:29]3[C:30]4[C@H:37]([CH3:38])[CH2:36][CH2:35][C:31]=4[N:32]=[CH:33][N:34]=3)[CH2:15][C:16]3([CH2:21][CH2:20][N:19]([C:22]([O:24][C:25]([CH3:28])([CH3:27])[CH3:26])=[O:23])[CH2:18][CH2:17]3)[C:8]=12.[BH-](OC(C)=O)(OC(C)=O)OC(C)=O.[Na+]. The catalyst is ClCCCl.C(Cl)Cl. The product is [Cl:13][C:12]1[C:7]([CH2:6][NH:5][CH:2]([CH3:3])[CH3:1])=[C:8]2[C:16]3([CH2:21][CH2:20][N:19]([C:22]([O:24][C:25]([CH3:28])([CH3:27])[CH3:26])=[O:23])[CH2:18][CH2:17]3)[CH2:15][N:14]([C:29]3[C:30]4[C@H:37]([CH3:38])[CH2:36][CH2:35][C:31]=4[N:32]=[CH:33][N:34]=3)[C:9]2=[CH:10][CH:11]=1. The yield is 0.580. (2) The reactants are [CH3:1][N:2](C)[C:3](Cl)=O.[CH2:7]([NH:15][C:16](=O)[CH3:17])[CH2:8][CH2:9][CH2:10][CH2:11][CH2:12][CH2:13]C.[OH-].[Na+].C(=O)([O-])[O-].[Ca+2]. The catalyst is C1(C)C=CC=CC=1.O. The product is [CH3:1][N:2]([CH3:3])[C:16](=[N:15][CH2:7][CH2:8][CH2:9][CH2:10][CH2:11][CH2:12][CH3:13])[CH3:17]. The yield is 0.530.